Task: Predict the product of the given reaction.. Dataset: Forward reaction prediction with 1.9M reactions from USPTO patents (1976-2016) (1) Given the reactants [BH4-].[Na+].[CH:3]([C:6]1[C:14]2[C:9](=[CH:10][CH:11]=[C:12]([O:15][C:16]3[C:23]([C:24]([F:27])([F:26])[F:25])=[CH:22][C:19]([CH:20]=[O:21])=[CH:18][C:17]=3[C:28]([F:31])([F:30])[F:29])[CH:13]=2)[NH:8][CH:7]=1)([CH3:5])[CH3:4], predict the reaction product. The product is: [CH:3]([C:6]1[C:14]2[C:9](=[CH:10][CH:11]=[C:12]([O:15][C:16]3[C:23]([C:24]([F:25])([F:27])[F:26])=[CH:22][C:19]([CH2:20][OH:21])=[CH:18][C:17]=3[C:28]([F:31])([F:29])[F:30])[CH:13]=2)[NH:8][CH:7]=1)([CH3:5])[CH3:4]. (2) Given the reactants [CH:1]1([C:7]2[CH:12]=[CH:11][C:10]([C:13](=[O:30])[CH:14]=[CH:15][C:16]3[CH:29]=[CH:28][C:19]([C:20]([NH:22][CH2:23][CH2:24][C:25]([OH:27])=[O:26])=[O:21])=[CH:18][CH:17]=3)=[CH:9][CH:8]=2)[CH2:6][CH2:5][CH2:4][CH2:3][CH2:2]1.[F:31][C:32]([F:43])([F:42])[O:33][C:34]1[CH:41]=[CH:40][C:37]([CH:38]=[O:39])=[CH:36][CH:35]=1.C1CCN2C(=NCCC2)CC1, predict the reaction product. The product is: [CH:1]1([C:7]2[CH:12]=[CH:11][C:10]([C:13](=[O:30])[CH2:14][CH:15]([C:16]3[CH:17]=[CH:18][C:19]([C:20]([NH:22][CH2:23][CH2:24][C:25]([OH:27])=[O:26])=[O:21])=[CH:28][CH:29]=3)[C:38](=[O:39])[C:37]3[CH:40]=[CH:41][C:34]([O:33][C:32]([F:31])([F:42])[F:43])=[CH:35][CH:36]=3)=[CH:9][CH:8]=2)[CH2:6][CH2:5][CH2:4][CH2:3][CH2:2]1. (3) Given the reactants [Br:1][C:2]1[C:11]2[C:6](=[CH:7][C:8]([Br:12])=[CH:9][CH:10]=2)[CH:5]=[CH:4][C:3]=1[O:13][CH2:14][CH2:15]Br.C[O:18][C:19](=[O:32])[CH:20]([N:22]1[C:30]2[C:25](=[CH:26][C:27]([OH:31])=[CH:28][CH:29]=2)[CH:24]=[CH:23]1)[CH3:21].C(=O)([O-])[O-].[Cs+].[Cs+].C([O-])(O)=O.[Na+], predict the reaction product. The product is: [Br:1][C:2]1[C:11]2[C:6](=[CH:7][C:8]([Br:12])=[CH:9][CH:10]=2)[CH:5]=[CH:4][C:3]=1[O:13][CH2:14][CH2:15][O:31][C:27]1[CH:26]=[C:25]2[C:30](=[CH:29][CH:28]=1)[N:22]([C@@H:20]([CH3:21])[C:19]([OH:32])=[O:18])[CH:23]=[CH:24]2. (4) Given the reactants [OH-].[Na+].C[O:4][C:5](=[O:39])[CH2:6][C:7]1[CH:8]=[N:9][CH:10]=[C:11]([C:13]2[CH:18]=[CH:17][C:16]([C:19]([CH2:37][CH3:38])([C:22]3[CH:27]=[CH:26][C:25]([CH2:28][CH2:29][C:30]([CH2:34][CH3:35])([OH:33])[CH2:31][CH3:32])=[C:24]([CH3:36])[CH:23]=3)[CH2:20][CH3:21])=[CH:15][CH:14]=2)[CH:12]=1.[Cl-].[NH4+], predict the reaction product. The product is: [CH2:20]([C:19]([C:16]1[CH:15]=[CH:14][C:13]([C:11]2[CH:12]=[C:7]([CH2:6][C:5]([OH:39])=[O:4])[CH:8]=[N:9][CH:10]=2)=[CH:18][CH:17]=1)([C:22]1[CH:27]=[CH:26][C:25]([CH2:28][CH2:29][C:30]([CH2:31][CH3:32])([OH:33])[CH2:34][CH3:35])=[C:24]([CH3:36])[CH:23]=1)[CH2:37][CH3:38])[CH3:21]. (5) Given the reactants Br[C:2]1[CH:7]=[CH:6][N:5]=[CH:4][C:3]=1[N:8]([CH3:25])[C:9](=[O:24])[C:10]1[CH:15]=[C:14]([C:16]([F:19])([F:18])[F:17])[CH:13]=[C:12]([C:20]([F:23])([F:22])[F:21])[CH:11]=1.[CH3:26][C:27]1[C:32](B(O)O)=[CH:31][CH:30]=[CH:29][N:28]=1, predict the reaction product. The product is: [CH3:25][N:8]([C:3]1[CH:4]=[N:5][CH:6]=[CH:7][C:2]=1[C:32]1[C:27]([CH3:26])=[N:28][CH:29]=[CH:30][CH:31]=1)[C:9](=[O:24])[C:10]1[CH:15]=[C:14]([C:16]([F:19])([F:18])[F:17])[CH:13]=[C:12]([C:20]([F:23])([F:22])[F:21])[CH:11]=1. (6) The product is: [C@H:1]1([NH:10][C:11]2[CH:20]=[CH:19][C:18]3[C:13](=[CH:14][CH:15]=[C:16]([NH:21][C:22]([N:24]4[CH2:29][CH2:28][CH:27]([CH2:30][OH:31])[CH2:26][CH2:25]4)=[O:23])[CH:17]=3)[N:12]=2)[C:9]2[C:4](=[CH:5][CH:6]=[CH:7][CH:8]=2)[CH2:3][CH2:2]1. Given the reactants [C@H:1]1([NH:10][C:11]2[CH:20]=[CH:19][C:18]3[C:13](=[CH:14][CH:15]=[C:16]([NH:21][C:22]([N:24]4[CH2:29][CH2:28][CH:27]([CH2:30][O:31]C5CCCCO5)[CH2:26][CH2:25]4)=[O:23])[CH:17]=3)[N:12]=2)[C:9]2[C:4](=[CH:5][CH:6]=[CH:7][CH:8]=2)[CH2:3][CH2:2]1.C1(C)C=CC(S([O-])(=O)=O)=CC=1.[NH+]1C=CC=CC=1, predict the reaction product. (7) Given the reactants [CH2:1]1COCC1.[CH2:6]([N:13]1[CH2:18][CH2:17][NH:16][CH:15]([CH2:19][C:20]2[CH:25]=[CH:24][C:23]([O:26][CH3:27])=[CH:22][CH:21]=2)[CH2:14]1)[C:7]1[CH:12]=[CH:11][CH:10]=[CH:9][CH:8]=1.C=O.C(O[BH-](OC(=O)C)OC(=O)C)(=O)C.[Na+], predict the reaction product. The product is: [CH2:6]([N:13]1[CH2:18][CH2:17][N:16]([CH3:1])[CH:15]([CH2:19][C:20]2[CH:21]=[CH:22][C:23]([O:26][CH3:27])=[CH:24][CH:25]=2)[CH2:14]1)[C:7]1[CH:8]=[CH:9][CH:10]=[CH:11][CH:12]=1.